From a dataset of Forward reaction prediction with 1.9M reactions from USPTO patents (1976-2016). Predict the product of the given reaction. (1) Given the reactants C(=O)([O-])[O-].[Na+].[Na+].[Cl-].[F:8][C:9]1[CH:27]=[CH:26][CH:25]=[CH:24][C:10]=1[CH2:11][N:12]1[C:20]2[C:15](=[CH:16][CH:17]=[CH:18][CH:19]=2)[C:14]([C:21]([NH2:23])=[NH2+:22])=[N:13]1.[OH-].[Na+], predict the reaction product. The product is: [F:8][C:9]1[CH:27]=[CH:26][CH:25]=[CH:24][C:10]=1[CH2:11][N:12]1[C:20]2[C:15](=[CH:16][CH:17]=[CH:18][CH:19]=2)[C:14]([C:21](=[NH:22])[NH2:23])=[N:13]1. (2) Given the reactants Br[CH2:2][C:3]1[CH:18]=[CH:17][C:6]2[N:7]=[C:8]([C:10]3[C:14]([CH3:15])=[N:13][NH:12][C:11]=3[NH2:16])[S:9][C:5]=2[CH:4]=1.[CH3:19][NH2:20], predict the reaction product. The product is: [CH3:15][C:14]1[C:10]([C:8]2[S:9][C:5]3[CH:4]=[C:3]([CH2:2][NH:20][CH3:19])[CH:18]=[CH:17][C:6]=3[N:7]=2)=[C:11]([NH2:16])[NH:12][N:13]=1.